Dataset: TCR-epitope binding with 47,182 pairs between 192 epitopes and 23,139 TCRs. Task: Binary Classification. Given a T-cell receptor sequence (or CDR3 region) and an epitope sequence, predict whether binding occurs between them. (1) The epitope is FTYASALWEI. The TCR CDR3 sequence is CAYGGRPYEQYF. Result: 0 (the TCR does not bind to the epitope). (2) The epitope is GLCTLVAML. The TCR CDR3 sequence is CSVPGQVLETQYF. Result: 1 (the TCR binds to the epitope). (3) The epitope is RAKFKQLL. The TCR CDR3 sequence is CASSVSGTGTEAFF. Result: 0 (the TCR does not bind to the epitope). (4) The epitope is GLCTLVAML. The TCR CDR3 sequence is CASSARNSIEAFF. Result: 0 (the TCR does not bind to the epitope). (5) The epitope is GTSGSPIVNR. The TCR CDR3 sequence is CASSQGGYSNQPQHF. Result: 1 (the TCR binds to the epitope). (6) The epitope is RAKFKQLL. The TCR CDR3 sequence is CASSLYLADSYNEQFF. Result: 1 (the TCR binds to the epitope). (7) The epitope is KRWIILGLNK. The TCR CDR3 sequence is CASSLGTSANEQYF. Result: 1 (the TCR binds to the epitope). (8) The epitope is ILGLPTQTV. The TCR CDR3 sequence is CASSQEERGGRETQYF. Result: 1 (the TCR binds to the epitope). (9) The epitope is AVFDRKSDAK. The TCR CDR3 sequence is CASSTPLEDTQYF. Result: 1 (the TCR binds to the epitope).